This data is from Reaction yield outcomes from USPTO patents with 853,638 reactions. The task is: Predict the reaction yield, written as a fraction of the theoretical maximum amount of product (1.0 means a 100% yield; for example, 0.34 means a 34% yield). (1) The reactants are Cl[C:2]1[N:7]=[C:6]([CH:8]([CH:11]2[N:15]([CH2:16][CH3:17])[C:14]3[CH:18]=[CH:19][CH:20]=[CH:21][C:13]=3[NH:12]2)[C:9]#[N:10])[CH:5]=[CH:4][N:3]=1.[CH:22]1([NH2:28])[CH2:27][CH2:26][CH2:25][CH2:24][CH2:23]1. No catalyst specified. The product is [CH:22]1([NH:28][C:2]2[N:7]=[C:6]([CH:8]([C:11]3[N:15]([CH2:16][CH3:17])[C:14]4[CH:18]=[CH:19][CH:20]=[CH:21][C:13]=4[N:12]=3)[C:9]#[N:10])[CH:5]=[CH:4][N:3]=2)[CH2:27][CH2:26][CH2:25][CH2:24][CH2:23]1. The yield is 0.700. (2) The reactants are Cl[C:2]1[CH:24]=[CH:23][C:5]2[NH:6][C:7]3[N:8]=[CH:9][CH:10]=[CH:11][C:12]=3[C:13]([CH2:18][O:19][CH:20]([CH3:22])[CH3:21])([C:14]([F:17])([F:16])[CH3:15])[C:4]=2[CH:3]=1.CCOC(C)=O.CCCCCC.[CH3:37][N:38]1C(=O)CCC1. The catalyst is CCOC(C)=O.[C-]#N.[C-]#N.[Zn+2].CC(C)([P](C(C)(C)C)([Pd][P](C(C)(C)C)(C(C)(C)C)C(C)(C)C)C(C)(C)C)C.[Zn]. The product is [C:37]([C:2]1[CH:24]=[CH:23][C:5]2[NH:6][C:7]3[N:8]=[CH:9][CH:10]=[CH:11][C:12]=3[C:13]([CH2:18][O:19][CH:20]([CH3:22])[CH3:21])([C:14]([F:17])([F:16])[CH3:15])[C:4]=2[CH:3]=1)#[N:38]. The yield is 0.900. (3) The yield is 0.950. The product is [CH2:13]([C:12]1[S:11][C:10]([C:15]([O:17][CH3:18])=[O:16])=[CH:9][C:8]=1[C:7]1[N:6]([CH3:19])[N:5]=[CH:4][C:3]=1[CH2:1][CH3:2])[CH3:14]. The reactants are [CH:1]([C:3]1[CH:4]=[N:5][N:6]([CH3:19])[C:7]=1[C:8]1[CH:9]=[C:10]([C:15]([O:17][CH3:18])=[O:16])[S:11][C:12]=1[CH2:13][CH3:14])=[CH2:2]. The catalyst is CO.[Pd]. (4) No catalyst specified. The yield is 0.650. The reactants are [F:1][C:2]1[CH:3]=[CH:4][CH:5]=[C:6]2[C:11]=1[N:10]=[C:9]([C:12]([O:14][CH2:15][CH3:16])=[O:13])[N:8]=[C:7]2O.O=P(Cl)(Cl)[Cl:20]. The product is [Cl:20][C:7]1[C:6]2[C:11](=[C:2]([F:1])[CH:3]=[CH:4][CH:5]=2)[N:10]=[C:9]([C:12]([O:14][CH2:15][CH3:16])=[O:13])[N:8]=1. (5) The reactants are [C:1]([C:4]1[CH:9]=[CH:8][CH:7]=[CH:6][CH:5]=1)(=[O:3])[CH3:2].Cl.[C:11]([O:14][CH2:15][CH3:16])(=[O:13])[CH3:12]. The catalyst is O1CCCC1. The product is [OH:3][C:1]([CH:12]1[CH2:16][CH2:15][O:14][C:11]1=[O:13])([C:4]1[CH:9]=[CH:8][CH:7]=[CH:6][CH:5]=1)[CH3:2]. The yield is 0.625. (6) The reactants are [Cl:1][C:2]1[CH:3]=[C:4]([C:9]2[CH:17]=[CH:16][CH:15]=[C:14]3[C:10]=2[CH2:11][C:12](=[O:18])[NH:13]3)[CH:5]=[CH:6][C:7]=1[F:8].[N:19]1([CH2:24][CH2:25][CH2:26][NH:27][C:28]([C:30]2[CH:34]=[C:33]([CH3:35])[NH:32][C:31]=2[CH:36]=O)=[O:29])[CH2:23][CH2:22][CH2:21][CH2:20]1. The catalyst is C(O)C.N1CCCCC1. The product is [N:19]1([CH2:24][CH2:25][CH2:26][NH:27][C:28]([C:30]2[CH:34]=[C:33]([CH3:35])[NH:32][C:31]=2[CH:36]=[C:11]2[C:10]3[C:14](=[CH:15][CH:16]=[CH:17][C:9]=3[C:4]3[CH:5]=[CH:6][C:7]([F:8])=[C:2]([Cl:1])[CH:3]=3)[NH:13][C:12]2=[O:18])=[O:29])[CH2:23][CH2:22][CH2:21][CH2:20]1. The yield is 0.810.